This data is from Reaction yield outcomes from USPTO patents with 853,638 reactions. The task is: Predict the reaction yield, written as a fraction of the theoretical maximum amount of product (1.0 means a 100% yield; for example, 0.34 means a 34% yield). (1) The reactants are [H-].[Na+].[NH:3]1[CH:7]=[CH:6][CH:5]=[CH:4]1.F[S:9]([C:12]1[N:13]=[N:14][C:15]([O:18][CH3:19])=[CH:16][CH:17]=1)(=[O:11])=[O:10]. The catalyst is CN(C=O)C. The product is [CH3:19][O:18][C:15]1[N:14]=[N:13][C:12]([S:9]([N:3]2[CH:7]=[CH:6][CH:5]=[CH:4]2)(=[O:11])=[O:10])=[CH:17][CH:16]=1. The yield is 0.300. (2) The reactants are [Br:1][C:2]1[CH:3]=[CH:4][C:5]([F:9])=[C:6]([OH:8])[CH:7]=1.C(=O)([O-])[O-].[K+].[K+].[CH3:16][C:17]([CH3:19])=[O:18]. No catalyst specified. The product is [Br:1][C:2]1[CH:3]=[CH:4][C:5]([F:9])=[C:6]([CH:7]=1)[O:8][CH2:16][C@H:17]1[CH2:19][O:18]1. The yield is 0.820.